Predict the product of the given reaction. From a dataset of Forward reaction prediction with 1.9M reactions from USPTO patents (1976-2016). (1) Given the reactants [C:1]([O:5][C:6]([N:8]1[CH2:14][CH2:13][CH2:12][N:11]([C:15]2[N:23](CC3C=CC=CC=3)[C:22]3[C:21](=[O:31])[N:20]([CH2:32][O:33][CH2:34][CH2:35][Si:36]([CH3:39])([CH3:38])[CH3:37])[C:19](=[O:40])[N:18]([CH3:41])[C:17]=3[C:16]=2[C:42]#[N:43])[CH2:10][CH2:9]1)=[O:7])([CH3:4])([CH3:3])[CH3:2].C([O-])=O.[NH4+], predict the reaction product. The product is: [C:1]([O:5][C:6]([N:8]1[CH2:14][CH2:13][CH2:12][N:11]([C:15]2[NH:23][C:22]3[C:21](=[O:31])[N:20]([CH2:32][O:33][CH2:34][CH2:35][Si:36]([CH3:39])([CH3:38])[CH3:37])[C:19](=[O:40])[N:18]([CH3:41])[C:17]=3[C:16]=2[C:42]#[N:43])[CH2:10][CH2:9]1)=[O:7])([CH3:4])([CH3:2])[CH3:3]. (2) Given the reactants [F:1][C:2]1([F:33])[CH2:7][CH2:6][N:5](C(OCC2C=CC=CC=2)=O)[CH:4]([C:18]2[CH:23]=[CH:22][C:21]([C:24]([F:27])([F:26])[F:25])=[CH:20][CH:19]=2)[CH:3]1[CH2:28][C:29]([O:31][CH3:32])=[O:30], predict the reaction product. The product is: [F:33][C:2]1([F:1])[CH2:7][CH2:6][NH:5][CH:4]([C:18]2[CH:23]=[CH:22][C:21]([C:24]([F:27])([F:26])[F:25])=[CH:20][CH:19]=2)[CH:3]1[CH2:28][C:29]([O:31][CH3:32])=[O:30]. (3) Given the reactants [CH3:1][O:2][C:3]1[CH:4]=[C:5]([C:11]2[C@H:12]3[CH2:44][CH2:43][CH2:42][C@H:13]3[C:14](=[O:41])[N:15]([CH:17]3[CH2:22][CH2:21][N:20]([C:23](=[O:40])[C@H:24]([NH:32]C(=O)OC(C)(C)C)[CH2:25][C:26]4[CH:31]=[CH:30][CH:29]=[CH:28][CH:27]=4)[CH2:19][CH2:18]3)[N:16]=2)[CH:6]=[CH:7][C:8]=1[O:9][CH3:10].[ClH:45], predict the reaction product. The product is: [ClH:45].[NH2:32][C@H:24]([CH2:25][C:26]1[CH:31]=[CH:30][CH:29]=[CH:28][CH:27]=1)[C:23]([N:20]1[CH2:21][CH2:22][CH:17]([N:15]2[C:14](=[O:41])[C@@H:13]3[CH2:42][CH2:43][CH2:44][C@@H:12]3[C:11]([C:5]3[CH:6]=[CH:7][C:8]([O:9][CH3:10])=[C:3]([O:2][CH3:1])[CH:4]=3)=[N:16]2)[CH2:18][CH2:19]1)=[O:40]. (4) The product is: [NH2:12][C:13]1[C:14]2[C:21]([C:22]([C:24]3[CH:29]=[CH:28][CH:27]=[C:26]([NH2:30])[CH:25]=3)=[O:23])=[CH:20][N:19]([CH3:31])[C:15]=2[N:16]=[CH:17][N:18]=1. Given the reactants ClC1C2C=CN(C)C=2N=CN=1.[NH2:12][C:13]1[C:14]2[C:21]([C:22]([C:24]3[CH:29]=[CH:28][CH:27]=[C:26]([NH2:30])[CH:25]=3)=[O:23])=[CH:20][N:19]([CH:31]3CCCC3)[C:15]=2[N:16]=[CH:17][N:18]=1, predict the reaction product. (5) Given the reactants Br[C:2]1[CH:14]=[C:13]([F:15])[C:12]([F:16])=[CH:11][C:3]=1[O:4][C:5]1[CH:10]=[CH:9][CH:8]=[CH:7][N:6]=1.[CH3:17][N:18](C)C=O, predict the reaction product. The product is: [F:16][C:12]1[C:13]([F:15])=[CH:14][C:2]([C:17]#[N:18])=[C:3]([O:4][C:5]2[CH:10]=[CH:9][CH:8]=[CH:7][N:6]=2)[CH:11]=1. (6) Given the reactants [CH2:1]([C:8]1[C:9]([O:29][C:30]2[CH:35]=[CH:34][C:33]([F:36])=[CH:32][C:31]=2[C:37](=[O:39])[CH3:38])=[N:10][C:11]2[C:16]([CH:17]=1)=[CH:15][C:14]([N:18]1[CH:22]=[C:21]([C:23]3[CH:28]=[CH:27][CH:26]=[CH:25][CH:24]=3)[N:20]=[N:19]1)=[CH:13][CH:12]=2)[C:2]1[CH:7]=[CH:6][CH:5]=[CH:4][CH:3]=1.[BH4-].[Na+], predict the reaction product. The product is: [CH2:1]([C:8]1[C:9]([O:29][C:30]2[CH:35]=[CH:34][C:33]([F:36])=[CH:32][C:31]=2[CH:37]([OH:39])[CH3:38])=[N:10][C:11]2[C:16]([CH:17]=1)=[CH:15][C:14]([N:18]1[CH:22]=[C:21]([C:23]3[CH:28]=[CH:27][CH:26]=[CH:25][CH:24]=3)[N:20]=[N:19]1)=[CH:13][CH:12]=2)[C:2]1[CH:3]=[CH:4][CH:5]=[CH:6][CH:7]=1. (7) Given the reactants [Br:1][C:2]1[S:11][C:5]2[N:6]=[CH:7][N:8]=[C:9](Cl)[C:4]=2[C:3]=1[CH3:12].C(OC(=O)[NH:19][CH2:20][CH:21]([O:23][C:24]1[CH:29]=[C:28]([F:30])[CH:27]=[CH:26][C:25]=1[NH2:31])[CH3:22])(C)(C)C.CCN(C(C)C)C(C)C, predict the reaction product. The product is: [NH2:19][CH2:20][CH:21]([CH3:22])[O:23][C:24]1[CH:29]=[C:28]([F:30])[CH:27]=[CH:26][C:25]=1[NH:31][C:9]1[C:4]2[C:3]([CH3:12])=[C:2]([Br:1])[S:11][C:5]=2[N:6]=[CH:7][N:8]=1. (8) Given the reactants [Cl:1][C:2]1[CH:18]=[CH:17][C:5]2[CH2:6][CH2:7][N:8]([C:11](=[O:16])[C:12]([F:15])([F:14])[F:13])[CH2:9][CH2:10][C:4]=2[C:3]=1OS(C(F)(F)F)(=O)=O.[NH2:27][CH2:28][C:29]1[CH:37]=[CH:36][CH:35]=[C:34]2[C:30]=1[CH:31]=[CH:32][N:33]2[CH3:38], predict the reaction product. The product is: [Cl:1][C:2]1[CH:18]=[CH:17][C:5]2[CH2:6][CH2:7][N:8]([C:11](=[O:16])[C:12]([F:15])([F:14])[F:13])[CH2:9][CH2:10][C:4]=2[C:3]=1[NH:27][CH2:28][C:29]1[CH:37]=[CH:36][CH:35]=[C:34]2[C:30]=1[CH:31]=[CH:32][N:33]2[CH3:38].